The task is: Predict the reactants needed to synthesize the given product.. This data is from Full USPTO retrosynthesis dataset with 1.9M reactions from patents (1976-2016). (1) Given the product [Br:1][C:2]1[CH:7]=[C:6]([C:8]([O:11][CH3:17])([CH3:9])[CH3:10])[C:5]([O:12][CH3:13])=[C:4]([N:14]([CH3:16])[CH3:15])[CH:3]=1, predict the reactants needed to synthesize it. The reactants are: [Br:1][C:2]1[CH:3]=[C:4]([N:14]([CH3:16])[CH3:15])[C:5]([O:12][CH3:13])=[C:6]([C:8]([OH:11])([CH3:10])[CH3:9])[CH:7]=1.[C:17](=O)([O-])O.[Na+].O. (2) Given the product [N:36]1([C:5]2[N:10]=[C:9]([O:11][CH2:12][C:13]3[CH:18]=[CH:17][C:16]([F:19])=[C:15]([F:20])[CH:14]=3)[C:8]([C:21]3[CH:26]=[CH:25][C:24]([Cl:27])=[CH:23][CH:22]=3)=[C:7]([C:28]3[CH:33]=[CH:32][C:31]([Cl:34])=[CH:30][C:29]=3[Cl:35])[N:6]=2)[CH2:40][CH2:39][CH2:38][CH2:37]1, predict the reactants needed to synthesize it. The reactants are: CS([C:5]1[N:10]=[C:9]([O:11][CH2:12][C:13]2[CH:18]=[CH:17][C:16]([F:19])=[C:15]([F:20])[CH:14]=2)[C:8]([C:21]2[CH:26]=[CH:25][C:24]([Cl:27])=[CH:23][CH:22]=2)=[C:7]([C:28]2[CH:33]=[CH:32][C:31]([Cl:34])=[CH:30][C:29]=2[Cl:35])[N:6]=1)(=O)=O.[NH:36]1[CH2:40][CH2:39][CH2:38][CH2:37]1. (3) Given the product [ClH:1].[NH2:26][C@@H:20]([CH2:21][C:22]([CH3:25])([CH3:24])[CH3:23])[C:19]([N:14]1[CH2:15][C@@H:16]([O:17][CH3:18])[C@H:12]2[O:11][CH2:10][C@H:9]([OH:8])[C@@H:13]12)=[O:34], predict the reactants needed to synthesize it. The reactants are: [ClH:1].O1CCOCC1.[OH:8][C@@H:9]1[C@H:13]2[N:14]([C:19](=[O:34])[C@@H:20]([NH:26]C(=O)OC(C)(C)C)[CH2:21][C:22]([CH3:25])([CH3:24])[CH3:23])[CH2:15][C@@H:16]([O:17][CH3:18])[C@H:12]2[O:11][CH2:10]1. (4) The reactants are: [C:1]([O:5][C:6](=[O:29])[CH2:7][CH:8]([NH:15][S:16]([C:19]1[CH:24]=[CH:23][C:22]([C:25](=[O:27])[NH2:26])=[CH:21][C:20]=1[OH:28])(=[O:18])=[O:17])[C:9]([N:11]([O:13][CH3:14])[CH3:12])=[O:10])([CH3:4])([CH3:3])[CH3:2].C1(P(C2C=CC=CC=2)C2C=CC=CC=2)C=CC=CC=1.[N:49]1[C:58]2[C:53](=[C:54]([CH2:59][CH2:60]O)[CH:55]=[CH:56][CH:57]=2)[CH:52]=[CH:51][CH:50]=1.N(C(OCC)=O)=NC(OCC)=O. Given the product [C:1]([O:5][C:6](=[O:29])[CH2:7][CH:8]([NH:15][S:16]([C:19]1[CH:24]=[CH:23][C:22]([C:25](=[O:27])[NH2:26])=[CH:21][C:20]=1[O:28][CH2:60][CH2:59][C:54]1[CH:55]=[CH:56][CH:57]=[C:58]2[C:53]=1[CH:52]=[CH:51][CH:50]=[N:49]2)(=[O:18])=[O:17])[C:9]([N:11]([O:13][CH3:14])[CH3:12])=[O:10])([CH3:4])([CH3:2])[CH3:3], predict the reactants needed to synthesize it. (5) The reactants are: [C:1]1([C:25]2[CH:30]=[CH:29][CH:28]=[CH:27][CH:26]=2)[CH:6]=[CH:5][C:4]([CH2:7][N:8]2[C:16](I)=[C:15]3[C:10]([N:11]([CH2:21][CH:22]([CH3:24])[CH3:23])[C:12](=[O:20])[N:13]([CH3:19])[C:14]3=[O:18])=[N:9]2)=[CH:3][CH:2]=1.[N:31]1[CH:36]=[CH:35][C:34]([NH2:37])=[CH:33][CH:32]=1.CC1(C)C2C(=C(P(C3C=CC=CC=3)C3C=CC=CC=3)C=CC=2)OC2C(P(C3C=CC=CC=3)C3C=CC=CC=3)=CC=CC1=2.C(O[K])(C)(C)C. Given the product [C:1]1([C:25]2[CH:30]=[CH:29][CH:28]=[CH:27][CH:26]=2)[CH:6]=[CH:5][C:4]([CH2:7][N:8]2[C:16]([NH:37][C:34]3[CH:35]=[CH:36][N:31]=[CH:32][CH:33]=3)=[C:15]3[C:10]([N:11]([CH2:21][CH:22]([CH3:24])[CH3:23])[C:12](=[O:20])[N:13]([CH3:19])[C:14]3=[O:18])=[N:9]2)=[CH:3][CH:2]=1, predict the reactants needed to synthesize it. (6) Given the product [CH2:19]([C:18]1[CH:17]=[CH:22][C:36]([C:37]([C:13]2[CH:12]=[CH:11][N:10]=[CH:9][C:8]=2[OH:7])=[O:33])=[CH:35][CH:34]=1)[CH3:20], predict the reactants needed to synthesize it. The reactants are: C[Si](C)(C)CCOC[O:7][C:8]1[CH:9]=[N:10][CH:11]=[CH:12][CH:13]=1.O.[C:17]1(C)[CH:22]=C[C:20](S(O)(=O)=O)=[CH:19][CH:18]=1.C(=O)(O)[O-].[Na+].[O:33]1[CH2:37][CH2:36][CH2:35][CH2:34]1. (7) Given the product [Cl:2][C:3]1[CH:4]=[C:5]([F:13])[C:6]([O:11][CH3:12])=[C:7]2[C:8]=1[C:15]([CH3:17])([CH3:16])[CH2:14][NH:9]2, predict the reactants needed to synthesize it. The reactants are: Cl.[Cl:2][C:3]1[CH:4]=[C:5]([F:13])[C:6]([O:11][CH3:12])=[C:7]([NH:9]N)[CH:8]=1.[CH:14](=O)[CH:15]([CH3:17])[CH3:16].OS(O)(=O)=O.[BH4-].[Na+]. (8) Given the product [C:1]([C@@H:4]1[CH2:8][C:7]([F:9])([F:10])[CH2:6][N:5]1[C:11](=[O:21])[CH2:12][NH:13][C:14](=[O:20])[O:15][C:16]([CH3:17])([CH3:18])[CH3:19])#[N:2], predict the reactants needed to synthesize it. The reactants are: [C:1]([C@@H:4]1[CH2:8][C:7]([F:10])([F:9])[CH2:6][N:5]1[C:11](=[O:21])[CH2:12][NH:13][C:14](=[O:20])[O:15][C:16]([CH3:19])([CH3:18])[CH3:17])(=O)[NH2:2].N1C=CC=CC=1.FC(F)(F)C(OC(=O)C(F)(F)F)=O. (9) Given the product [ClH:44].[NH2:18][CH2:17][C:13]1[CH:14]=[C:15]2[C:10](=[CH:11][CH:12]=1)[C:9](=[O:42])[N:8]([CH:7]1[CH2:6][CH2:5][C:4](=[O:43])[NH:3][C:2]1=[O:1])[CH2:16]2, predict the reactants needed to synthesize it. The reactants are: [O:1]=[C:2]1[CH:7]([N:8]2[CH2:16][C:15]3[C:10](=[CH:11][CH:12]=[C:13]([CH2:17][NH:18]C(=O)C(C4C=C(C=CC=4)OCCN(C)C(=O)OC(C)(C)C)(F)F)[CH:14]=3)[C:9]2=[O:42])[CH2:6][CH2:5][C:4](=[O:43])[NH:3]1.[ClH:44]. (10) Given the product [NH2:1][C@H:2]([C:10]([OH:12])=[O:11])[CH2:3][CH2:4][CH2:5][NH:6][C:7](=[NH:8])[NH2:9].[NH2:9][C:7](=[NH:8])[NH:6][CH2:5][CH2:4][CH2:3][CH2:2][NH2:1], predict the reactants needed to synthesize it. The reactants are: [NH2:1][C@H:2]([C:10]([OH:12])=[O:11])[CH2:3][CH2:4][CH2:5][NH:6][C:7](=[NH:9])[NH2:8].CC1(C)S[C@@H]2[C@H](NC([C@H](N)C3C=CC=CC=3)=O)C(=O)N2[C@H]1C(O)=O.CC1N=CC(CO)=C(CO)C=1O.CC(S[C@@H]1O[C@H](CO)[C@H](O)[C@H](O)[C@H]1O)C.